Dataset: Reaction yield outcomes from USPTO patents with 853,638 reactions. Task: Predict the reaction yield, written as a fraction of the theoretical maximum amount of product (1.0 means a 100% yield; for example, 0.34 means a 34% yield). (1) The reactants are C(O)(C(F)(F)F)=[O:2].C(O[C@@H](CCNC(OCC1C=CC=CC=1)=O)C(=O)[O:19][C:20]1[C:25](F)=[C:24](F)[C:23](F)=[C:22](F)[C:21]=1F)(=O)C1C=CC=CC=1.[NH4+:45].[OH-:46]. The catalyst is O. The product is [N+:45]([C:21]1[CH:22]=[CH:23][CH:24]=[CH:25][C:20]=1[OH:19])([O-:2])=[O:46]. The yield is 0.400. (2) No catalyst specified. The product is [ClH:44].[CH3:12][CH:10]([O:9][C:8]1[CH:7]=[CH:6][C:5]([C:13]2[O:17][N:16]=[C:15]([C:18]3[C:28]4[CH2:27][CH2:26][NH:25][CH2:24][CH2:23][C:22]=4[CH:21]=[CH:20][CH:19]=3)[N:14]=2)=[CH:4][C:3]=1[C:1]#[N:2])[CH3:11]. The reactants are [C:1]([C:3]1[CH:4]=[C:5]([C:13]2[O:17][N:16]=[C:15]([C:18]3[C:28]4[CH2:27][CH2:26][N:25](C(OC(C)(C)C)=O)[CH2:24][CH2:23][C:22]=4[CH:21]=[CH:20][CH:19]=3)[N:14]=2)[CH:6]=[CH:7][C:8]=1[O:9][CH:10]([CH3:12])[CH3:11])#[N:2].FC(F)(F)C(O)=O.C(Cl)[Cl:44]. The yield is 1.00. (3) The reactants are [N+:1]([C:4]1[CH:5]=[C:6]([NH2:10])[CH:7]=[CH:8][CH:9]=1)([O-:3])=[O:2].[N:11]([O-])=O.[Na+].[Cl:15][Sn]Cl.O. The catalyst is O.Cl. The product is [ClH:15].[N+:1]([C:4]1[CH:5]=[C:6]([NH:10][NH2:11])[CH:7]=[CH:8][CH:9]=1)([O-:3])=[O:2]. The yield is 0.730. (4) The reactants are [C:1]([O:5][C:6](=[O:33])[N:7]([CH2:9][C:10]1[CH:15]=[C:14]([CH2:16][N:17]2[CH2:22][CH2:21][NH:20][C:19](=[O:23])[CH2:18]2)[CH:13]=[CH:12][C:11]=1[O:24][C:25]1[CH:30]=[CH:29][C:28]([Cl:31])=[C:27]([Cl:32])[CH:26]=1)[CH3:8])([CH3:4])([CH3:3])[CH3:2].[H-].[Na+].Br[CH:37]([CH3:39])[CH3:38]. The catalyst is CN(C=O)C. The product is [C:1]([O:5][C:6](=[O:33])[N:7]([CH2:9][C:10]1[CH:15]=[C:14]([CH2:16][N:17]2[CH2:22][CH2:21][N:20]([CH:37]([CH3:39])[CH3:38])[C:19](=[O:23])[CH2:18]2)[CH:13]=[CH:12][C:11]=1[O:24][C:25]1[CH:30]=[CH:29][C:28]([Cl:31])=[C:27]([Cl:32])[CH:26]=1)[CH3:8])([CH3:4])([CH3:2])[CH3:3]. The yield is 0.410. (5) The reactants are Cl[C:2]1[CH:7]=[C:6]([CH2:8][CH3:9])[N:5]=[C:4]([C:10]2[CH:15]=[CH:14][CH:13]=[C:12]([Cl:16])[CH:11]=2)[N:3]=1.[CH3:17][C:18]([C:24]1[CH:29]=[CH:28][C:27]([CH2:30]B2OC(C)(C)C(C)(C)O2)=[CH:26][CH:25]=1)([CH3:23])[C:19]([O:21][CH3:22])=[O:20].C([O-])([O-])=O.[Na+].[Na+].O1CCOCC1. The product is [Cl:16][C:12]1[CH:11]=[C:10]([C:4]2[N:3]=[C:2]([CH2:30][C:27]3[CH:26]=[CH:25][C:24]([C:18]([CH3:17])([CH3:23])[C:19]([O:21][CH3:22])=[O:20])=[CH:29][CH:28]=3)[CH:7]=[C:6]([CH2:8][CH3:9])[N:5]=2)[CH:15]=[CH:14][CH:13]=1. The catalyst is C1C=CC(P(C2C=CC=CC=2)[C-]2C=CC=C2)=CC=1.C1C=CC(P(C2C=CC=CC=2)[C-]2C=CC=C2)=CC=1.Cl[Pd]Cl.[Fe+2].O. The yield is 0.960.